This data is from Catalyst prediction with 721,799 reactions and 888 catalyst types from USPTO. The task is: Predict which catalyst facilitates the given reaction. (1) Reactant: [Cl:1][C:2]1[CH:18]=[CH:17][C:16]([C:19]([F:22])([F:21])[F:20])=[CH:15][C:3]=1[C:4]([NH:6][C@H:7]1[CH2:12][CH2:11][C@@H:10]([CH:13]=O)[CH2:9][CH2:8]1)=[O:5].[F:23][C:24]1[CH:29]=[CH:28][C:27]([C:30]2[CH:34]=[C:33]([NH2:35])[NH:32][N:31]=2)=[CH:26][CH:25]=1.C(O[BH-](OC(=O)C)OC(=O)C)(=O)C.[Na+]. Product: [Cl:1][C:2]1[CH:18]=[CH:17][C:16]([C:19]([F:22])([F:21])[F:20])=[CH:15][C:3]=1[C:4]([NH:6][C@H:7]1[CH2:12][CH2:11][C@@H:10]([CH2:13][NH:35][C:33]2[NH:32][N:31]=[C:30]([C:27]3[CH:28]=[CH:29][C:24]([F:23])=[CH:25][CH:26]=3)[CH:34]=2)[CH2:9][CH2:8]1)=[O:5]. The catalyst class is: 2. (2) Reactant: [OH-].[Li+].[C:3]([C:5]1[CH:6]=[CH:7][C:8]([CH:15]2[N:20]([CH3:21])[C:19](=[O:22])[N:18]([C:23]3[CH:28]=[CH:27][CH:26]=[C:25]([C:29]([F:32])([F:31])[F:30])[CH:24]=3)[C:17]3[CH2:33][CH2:34][N:35]([CH3:38])[C:36](=[O:37])[C:16]2=3)=[C:9]([CH:14]=1)[C:10]([O:12]C)=[O:11])#[N:4].O1CCOCC1.Cl. Product: [C:3]([C:5]1[CH:6]=[CH:7][C:8]([CH:15]2[N:20]([CH3:21])[C:19](=[O:22])[N:18]([C:23]3[CH:28]=[CH:27][CH:26]=[C:25]([C:29]([F:32])([F:30])[F:31])[CH:24]=3)[C:17]3[CH2:33][CH2:34][N:35]([CH3:38])[C:36](=[O:37])[C:16]2=3)=[C:9]([CH:14]=1)[C:10]([OH:12])=[O:11])#[N:4]. The catalyst class is: 6. (3) The catalyst class is: 1. Reactant: O1[C:5]2([CH2:10][CH2:9][CH:8]([CH2:11][C:12]3[CH:13]=[C:14]4[C:20]([C:21]5[CH2:22][N:23]([CH3:26])[NH:24][CH:25]=5)=[CH:19][N:18]([CH2:27][O:28][CH2:29][CH2:30][Si:31]([CH3:34])([CH3:33])[CH3:32])[C:15]4=[N:16][CH:17]=3)[CH2:7][CH2:6]2)[O:4]CC1.Cl.O. Product: [CH3:26][N:23]1[CH2:22][C:21]([C:20]2[C:14]3[C:15](=[N:16][CH:17]=[C:12]([CH2:11][CH:8]4[CH2:7][CH2:6][C:5](=[O:4])[CH2:10][CH2:9]4)[CH:13]=3)[N:18]([CH2:27][O:28][CH2:29][CH2:30][Si:31]([CH3:33])([CH3:32])[CH3:34])[CH:19]=2)=[CH:25][NH:24]1. (4) Reactant: Br.[CH3:2][C:3]1[S:7][C:6]2=[N:8][C:9]([CH2:11][C:12]([O:14][CH2:15][CH3:16])=[O:13])=[CH:10][N:5]2[CH:4]=1.C(=O)([O-])[O-].[K+].[K+]. Product: [CH3:2][C:3]1[S:7][C:6]2=[N:8][C:9]([CH2:11][C:12]([O:14][CH2:15][CH3:16])=[O:13])=[CH:10][N:5]2[CH:4]=1. The catalyst class is: 6. (5) The catalyst class is: 70. Reactant: [CH:1]1([N:4]2[CH2:9][C:8]3([CH2:14][CH2:13][N:12]([S:15]([C:18]4[CH:23]=[CH:22][C:21](B5OC(C)(C)C(C)(C)O5)=[CH:20][CH:19]=4)(=[O:17])=[O:16])[CH2:11][CH2:10]3)[O:7][CH2:6][C:5]2=[O:33])[CH2:3][CH2:2]1.Br[C:35]1[CH:44]=[C:43]2[C:38]([CH:39]=[C:40]([C:45]([NH2:47])=[O:46])[CH:41]=[N:42]2)=[CH:37][CH:36]=1.C(=O)([O-])[O-].[K+].[K+]. Product: [CH:1]1([N:4]2[CH2:9][C:8]3([CH2:10][CH2:11][N:12]([S:15]([C:18]4[CH:19]=[CH:20][C:21]([C:35]5[CH:44]=[C:43]6[C:38]([CH:39]=[C:40]([C:45]([NH2:47])=[O:46])[CH:41]=[N:42]6)=[CH:37][CH:36]=5)=[CH:22][CH:23]=4)(=[O:16])=[O:17])[CH2:13][CH2:14]3)[O:7][CH2:6][C:5]2=[O:33])[CH2:2][CH2:3]1. (6) Reactant: [N+:1]([C:4]1[CH:11]=[CH:10][C:7]([CH2:8][Br:9])=[CH:6][CH:5]=1)([O-:3])=[O:2].[CH:12]([Mg]Cl)([CH3:14])[CH3:13].C(C1C(=O)C(Cl)=C(Cl)C(=O)C=1C#N)#N.O. Product: [CH:12]([C:5]1[CH:6]=[C:7]([CH:10]=[CH:11][C:4]=1[N+:1]([O-:3])=[O:2])[CH2:8][Br:9])([CH3:14])[CH3:13]. The catalyst class is: 1. (7) Reactant: [CH3:1][O:2][C:3](=[O:10])[CH2:4][C:5](=[CH2:9])[C:6]([OH:8])=[O:7].N#N. Product: [CH3:1][O:2][C:3](=[O:10])[CH2:4][CH:5]([CH3:9])[C:6]([OH:8])=[O:7]. The catalyst class is: 29. (8) Reactant: Cl.Cl[CH2:3][CH2:4][N:5]1[CH2:10][CH2:9][O:8][CH2:7][CH2:6]1.[I-:11].[Na+]. Product: [I:11][CH2:3][CH2:4][N:5]1[CH2:10][CH2:9][O:8][CH2:7][CH2:6]1. The catalyst class is: 21. (9) Reactant: [CH2:1]=[CH:2][CH2:3][C@@H:4]([NH:8][C:9]([O:11][CH2:12][CH:13]1[C:25]2[C:20](=[CH:21][CH:22]=[CH:23][CH:24]=2)[C:19]2[C:14]1=[CH:15][CH:16]=[CH:17][CH:18]=2)=[O:10])[C:5]([O-])=[O:6].[NH2:26][C@H:27]([C:30]1[CH:35]=[CH:34][CH:33]=[CH:32][CH:31]=1)[CH2:28][OH:29]. Product: [OH:29][CH2:28][C@H:27]([NH:26][C:5](=[O:6])[C@H:4]([NH:8][C:9](=[O:10])[O:11][CH2:12][CH:13]1[C:14]2[CH:15]=[CH:16][CH:17]=[CH:18][C:19]=2[C:20]2[C:25]1=[CH:24][CH:23]=[CH:22][CH:21]=2)[CH2:3][CH:2]=[CH2:1])[C:30]1[CH:35]=[CH:34][CH:33]=[CH:32][CH:31]=1. The catalyst class is: 31.